Predict the reactants needed to synthesize the given product. From a dataset of Full USPTO retrosynthesis dataset with 1.9M reactions from patents (1976-2016). (1) Given the product [O:13]1[CH2:14][C:10]2([C:23]3[C:28](=[CH:27][CH:26]=[CH:25][CH:24]=3)[NH:8][C:9]2=[O:29])[C:11]2[CH:22]=[C:21]3[C:16](=[CH:15][C:12]1=2)[CH2:17][CH2:18][CH2:19][CH2:20]3, predict the reactants needed to synthesize it. The reactants are: C1(C(C2C=CC=CC=2)[N:8]2[C:28]3[C:23](=[CH:24][CH:25]=[CH:26][CH:27]=3)[C:10]3([CH2:14][O:13][C:12]4[CH:15]=[C:16]5[C:21](=[CH:22][C:11]3=4)[CH2:20][CH2:19][CH2:18][CH2:17]5)[C:9]2=[O:29])C=CC=CC=1.C1(C(C2C=CC=CC=2)N2C3C(=CC=CC=3)C3(C4C=C(C)C(OC)=CC=4OC3)C2=O)C=CC=CC=1. (2) Given the product [CH:1]1([CH2:7][C:8]2[N:9]=[N:10][N:11]([C@@H:13]3[C@H:17]4[O:18][CH2:19][C@H:20]([NH:21][C:27]([C:26]5[O:22][N:23]=[CH:24][CH:25]=5)=[O:28])[C@H:16]4[O:15][CH2:14]3)[CH:12]=2)[CH2:2][CH2:3][CH2:4][CH2:5][CH2:6]1, predict the reactants needed to synthesize it. The reactants are: [CH:1]1([CH2:7][C:8]2[N:9]=[N:10][N:11]([C@@H:13]3[C@H:17]4[O:18][CH2:19][C@H:20]([NH2:21])[C@H:16]4[O:15][CH2:14]3)[CH:12]=2)[CH2:6][CH2:5][CH2:4][CH2:3][CH2:2]1.[O:22]1[C:26]([C:27](O)=[O:28])=[CH:25][CH:24]=[N:23]1. (3) Given the product [CH:59]1([CH2:58][N:23]([CH2:24][C:25]2[CH:30]=[C:29]([C:31]3[CH:36]=[CH:35][CH:34]=[C:33]([CH2:37][N:38]4[CH2:43][CH2:42][NH:41][C@@H:40]([CH3:51])[CH2:39]4)[CH:32]=3)[C:28]([F:52])=[CH:27][CH:26]=2)[C:21](=[O:22])[C:17]2[CH:18]=[CH:19][CH:20]=[C:15]([CH2:14][CH:11]3[CH2:10][CH2:9][NH:8][CH2:13][CH2:12]3)[CH:16]=2)[CH2:57][CH2:56]1, predict the reactants needed to synthesize it. The reactants are: CC(OC([N:8]1[CH2:13][CH2:12][CH:11]([CH2:14][C:15]2[CH:16]=[C:17]([C:21]([NH:23][CH2:24][C:25]3[CH:26]=[CH:27][C:28]([F:52])=[C:29]([C:31]4[CH:36]=[CH:35][CH:34]=[C:33]([CH2:37][N:38]5[CH2:43][CH2:42][N:41](C(OC(C)(C)C)=O)[C@@H:40]([CH3:51])[CH2:39]5)[CH:32]=4)[CH:30]=3)=[O:22])[CH:18]=[CH:19][CH:20]=2)[CH2:10][CH2:9]1)=O)(C)C.[H-].[Na+].Br[CH2:56][CH:57]1[CH2:59][CH2:58]1. (4) Given the product [C:6]([C:5]1[C:8]([NH:10][CH2:11][CH2:12][O:13][CH3:14])=[CH:9][C:2]([NH:1][C:20]([N:33]2[C:32]3[C:37](=[CH:38][C:39]([CH2:40][N:41]4[CH2:46][CH2:45][N:44]([CH3:47])[CH2:43][C:42]4=[O:48])=[C:30]([CH:29]([O:49][CH3:50])[O:28][CH3:27])[N:31]=3)[CH2:36][CH2:35][CH2:34]2)=[O:21])=[N:3][CH:4]=1)#[N:7], predict the reactants needed to synthesize it. The reactants are: [NH2:1][C:2]1[CH:9]=[C:8]([NH:10][CH2:11][CH2:12][O:13][CH3:14])[C:5]([C:6]#[N:7])=[CH:4][N:3]=1.N1([C:20](N2C=NC=N2)=[O:21])C=NC=N1.[CH3:27][O:28][CH:29]([O:49][CH3:50])[C:30]1[C:39]([CH2:40][N:41]2[CH2:46][CH2:45][N:44]([CH3:47])[CH2:43][C:42]2=[O:48])=[CH:38][C:37]2[CH2:36][CH2:35][CH2:34][NH:33][C:32]=2[N:31]=1. (5) Given the product [CH2:1]([O:6][P:7]([OH:10])([OH:9])=[O:8])[CH:2]([OH:5])[CH:3]=[O:4].[CH2:21]([O:22][P:7]([OH:9])([OH:8])=[O:6])[C@@H:19]([OH:20])[C@@H:17]([OH:18])[C@H:15]([OH:16])[C:13]([CH2:12][OH:11])=[O:14], predict the reactants needed to synthesize it. The reactants are: [CH2:1]([O:6][P:7]([OH:10])([OH:9])=[O:8])[CH:2]([OH:5])[CH:3]=[O:4].[O:11]=[CH:12][C@@H:13]([C@H:15]([C@@H:17]([C@@H:19]([CH2:21][OH:22])[OH:20])[OH:18])[OH:16])[OH:14].